The task is: Predict the product of the given reaction.. This data is from Forward reaction prediction with 1.9M reactions from USPTO patents (1976-2016). (1) Given the reactants C([Si](C)(C)[O:6][CH2:7][CH2:8][N:9]([C:36]#[N:37])[C:10]1[CH:15]=[CH:14][C:13]([NH:16][C:17]([C:19]2[CH:24]=[CH:23][C:22]([CH3:25])=[CH:21][C:20]=2[NH:26][C:27]([C:29]2[CH:34]=[CH:33][C:32]([Cl:35])=[CH:31][N:30]=2)=[O:28])=[O:18])=[CH:12][CH:11]=1)(C)(C)C.[CH3:40][S:41]([OH:44])(=[O:43])=[O:42], predict the reaction product. The product is: [CH3:40][S:41]([OH:44])(=[O:43])=[O:42].[Cl:35][C:32]1[CH:33]=[CH:34][C:29]([C:27]([NH:26][C:20]2[CH:21]=[C:22]([CH3:25])[CH:23]=[CH:24][C:19]=2[C:17](=[O:18])[NH:16][C:13]2[CH:14]=[CH:15][C:10]([N:9]3[CH2:8][CH2:7][O:6][C:36]3=[NH:37])=[CH:11][CH:12]=2)=[O:28])=[N:30][CH:31]=1. (2) Given the reactants [O:1]1[C:5]2([CH2:10][CH2:9][NH:8][CH2:7][CH2:6]2)[O:4][CH2:3][CH2:2]1.[CH2:11]([O:18][C:19]1[CH:24]=[CH:23][C:22](I)=[CH:21][CH:20]=1)[C:12]1[CH:17]=[CH:16][CH:15]=[CH:14][CH:13]=1.CC(C)([O-])C.[Na+].O1CCOCC1, predict the reaction product. The product is: [CH2:11]([O:18][C:19]1[CH:24]=[CH:23][C:22]([N:8]2[CH2:9][CH2:10][C:5]3([O:4][CH2:3][CH2:2][O:1]3)[CH2:6][CH2:7]2)=[CH:21][CH:20]=1)[C:12]1[CH:17]=[CH:16][CH:15]=[CH:14][CH:13]=1. (3) Given the reactants Br[C:2]1[C:3]([CH3:13])=[N:4][CH:5]=[C:6]([O:8][CH2:9][CH2:10][O:11][CH3:12])[CH:7]=1.[B:14]1([B:14]2[O:18][C:17]([CH3:20])([CH3:19])[C:16]([CH3:22])([CH3:21])[O:15]2)[O:18][C:17]([CH3:20])([CH3:19])[C:16]([CH3:22])([CH3:21])[O:15]1.C(Cl)Cl.CC([O-])=O.[K+], predict the reaction product. The product is: [CH3:12][O:11][CH2:10][CH2:9][O:8][C:6]1[CH:7]=[C:2]([B:14]2[O:18][C:17]([CH3:20])([CH3:19])[C:16]([CH3:22])([CH3:21])[O:15]2)[C:3]([CH3:13])=[N:4][CH:5]=1. (4) Given the reactants [NH2:1][C:2]1[CH:7]=[CH:6][C:5]([Br:8])=[CH:4][N:3]=1.Cl[CH2:10][C:11](=O)[CH3:12], predict the reaction product. The product is: [Br:8][C:5]1[CH:6]=[CH:7][C:2]2[N:3]([CH:10]=[C:11]([CH3:12])[N:1]=2)[CH:4]=1. (5) Given the reactants [C:1]([O:5][C:6]([C@H:8]1[NH:13][C:12]([CH3:18])([C:14](OC)=[O:15])[CH2:11][C:10](=[O:19])[N:9]1[CH3:20])=[O:7])([CH3:4])([CH3:3])[CH3:2].[NH2:21][NH2:22], predict the reaction product. The product is: [C:1]([O:5][C:6]([C@H:8]1[NH:13][C:12]([CH3:18])([C:14]([NH:21][NH2:22])=[O:15])[CH2:11][C:10](=[O:19])[N:9]1[CH3:20])=[O:7])([CH3:4])([CH3:3])[CH3:2]. (6) Given the reactants [H-].[Na+].[C:3]1([C:9]2[C:17]3[C:12](=[CH:13][CH:14]=[C:15]([N+:18]([O-:20])=[O:19])[CH:16]=3)[NH:11][CH:10]=2)[CH:8]=[CH:7][CH:6]=[CH:5][CH:4]=1.[CH2:21](I)[CH3:22], predict the reaction product. The product is: [CH2:21]([N:11]1[C:12]2[C:17](=[CH:16][C:15]([N+:18]([O-:20])=[O:19])=[CH:14][CH:13]=2)[C:9]([C:3]2[CH:4]=[CH:5][CH:6]=[CH:7][CH:8]=2)=[CH:10]1)[CH3:22].